This data is from Reaction yield outcomes from USPTO patents with 853,638 reactions. The task is: Predict the reaction yield, written as a fraction of the theoretical maximum amount of product (1.0 means a 100% yield; for example, 0.34 means a 34% yield). The reactants are [OH:1][C:2]1[CH:11]=[C:10]2[C:5]([C:6]([O:12][C:13]3[C:14]([C:23](=[O:25])[CH3:24])=[N:15][C:16]4[C:21]([CH:22]=3)=[CH:20][CH:19]=[CH:18][CH:17]=4)=[CH:7][CH:8]=[N:9]2)=[CH:4][C:3]=1[O:26][CH3:27].C(=O)([O-])[O-].[K+].[K+].Br[CH2:35][CH2:36][CH2:37][OH:38]. The catalyst is CN(C)C=O. The product is [OH:38][CH2:37][CH2:36][CH2:35][O:1][C:2]1[CH:11]=[C:10]2[C:5]([C:6]([O:12][C:13]3[C:14]([C:23](=[O:25])[CH3:24])=[N:15][C:16]4[C:21]([CH:22]=3)=[CH:20][CH:19]=[CH:18][CH:17]=4)=[CH:7][CH:8]=[N:9]2)=[CH:4][C:3]=1[O:26][CH3:27]. The yield is 0.740.